This data is from NCI-60 drug combinations with 297,098 pairs across 59 cell lines. The task is: Regression. Given two drug SMILES strings and cell line genomic features, predict the synergy score measuring deviation from expected non-interaction effect. (1) Drug 1: CC1CCC2CC(C(=CC=CC=CC(CC(C(=O)C(C(C(=CC(C(=O)CC(OC(=O)C3CCCCN3C(=O)C(=O)C1(O2)O)C(C)CC4CCC(C(C4)OC)O)C)C)O)OC)C)C)C)OC. Drug 2: N.N.Cl[Pt+2]Cl. Cell line: HOP-92. Synergy scores: CSS=55.9, Synergy_ZIP=-1.29, Synergy_Bliss=0.0252, Synergy_Loewe=2.12, Synergy_HSA=2.97. (2) Drug 1: C1=CN(C(=O)N=C1N)C2C(C(C(O2)CO)O)O.Cl. Drug 2: C(CC(=O)O)C(=O)CN.Cl. Cell line: TK-10. Synergy scores: CSS=23.6, Synergy_ZIP=-4.46, Synergy_Bliss=-4.42, Synergy_Loewe=-18.4, Synergy_HSA=-1.65. (3) Drug 1: CC1CCC2CC(C(=CC=CC=CC(CC(C(=O)C(C(C(=CC(C(=O)CC(OC(=O)C3CCCCN3C(=O)C(=O)C1(O2)O)C(C)CC4CCC(C(C4)OC)O)C)C)O)OC)C)C)C)OC. Drug 2: CN(C(=O)NC(C=O)C(C(C(CO)O)O)O)N=O. Cell line: CAKI-1. Synergy scores: CSS=15.7, Synergy_ZIP=-5.25, Synergy_Bliss=1.71, Synergy_Loewe=-18.3, Synergy_HSA=-1.89. (4) Drug 1: CC(C1=C(C=CC(=C1Cl)F)Cl)OC2=C(N=CC(=C2)C3=CN(N=C3)C4CCNCC4)N. Drug 2: C1=CC(=CC=C1CC(C(=O)O)N)N(CCCl)CCCl.Cl. Cell line: A498. Synergy scores: CSS=8.21, Synergy_ZIP=-0.861, Synergy_Bliss=2.91, Synergy_Loewe=-1.83, Synergy_HSA=0.102. (5) Drug 1: C1C(C(OC1N2C=NC3=C2NC=NCC3O)CO)O. Drug 2: C1C(C(OC1N2C=NC(=NC2=O)N)CO)O. Cell line: NCI-H460. Synergy scores: CSS=12.4, Synergy_ZIP=-2.73, Synergy_Bliss=0.959, Synergy_Loewe=-5.69, Synergy_HSA=0.288. (6) Drug 1: CS(=O)(=O)C1=CC(=C(C=C1)C(=O)NC2=CC(=C(C=C2)Cl)C3=CC=CC=N3)Cl. Drug 2: C(CCl)NC(=O)N(CCCl)N=O. Cell line: 786-0. Synergy scores: CSS=16.6, Synergy_ZIP=-3.95, Synergy_Bliss=2.84, Synergy_Loewe=3.27, Synergy_HSA=4.38. (7) Synergy scores: CSS=77.7, Synergy_ZIP=-8.77, Synergy_Bliss=-14.0, Synergy_Loewe=-10.3, Synergy_HSA=-9.26. Drug 2: C1=C(C(=O)NC(=O)N1)F. Cell line: RPMI-8226. Drug 1: CC12CCC(CC1=CCC3C2CCC4(C3CC=C4C5=CN=CC=C5)C)O. (8) Drug 1: CCC1(CC2CC(C3=C(CCN(C2)C1)C4=CC=CC=C4N3)(C5=C(C=C6C(=C5)C78CCN9C7C(C=CC9)(C(C(C8N6C=O)(C(=O)OC)O)OC(=O)C)CC)OC)C(=O)OC)O.OS(=O)(=O)O. Drug 2: C1=NC2=C(N=C(N=C2N1C3C(C(C(O3)CO)O)F)Cl)N. Cell line: HS 578T. Synergy scores: CSS=12.5, Synergy_ZIP=-5.78, Synergy_Bliss=-6.79, Synergy_Loewe=-7.06, Synergy_HSA=-5.83. (9) Drug 1: C1CC(C1)(C(=O)O)C(=O)O.[NH2-].[NH2-].[Pt+2]. Drug 2: CC12CCC3C(C1CCC2O)C(CC4=C3C=CC(=C4)O)CCCCCCCCCS(=O)CCCC(C(F)(F)F)(F)F. Cell line: T-47D. Synergy scores: CSS=5.76, Synergy_ZIP=-1.73, Synergy_Bliss=-3.09, Synergy_Loewe=-7.60, Synergy_HSA=-4.27.